Dataset: Catalyst prediction with 721,799 reactions and 888 catalyst types from USPTO. Task: Predict which catalyst facilitates the given reaction. Reactant: Br[C:2]1[C:3]([C:16]2[CH:21]=[CH:20][CH:19]=[CH:18][CH:17]=2)=[N:4][C:5]2[C:10]([N:11]=1)=[CH:9][C:8]([C:12]([O:14][CH3:15])=[O:13])=[CH:7][CH:6]=2.[CH2:22]([NH:24][CH2:25][CH3:26])[CH3:23].CCN(C(C)C)C(C)C. Product: [CH2:22]([N:24]([CH2:25][CH3:26])[C:2]1[C:3]([C:16]2[CH:21]=[CH:20][CH:19]=[CH:18][CH:17]=2)=[N:4][C:5]2[C:10]([N:11]=1)=[CH:9][C:8]([C:12]([O:14][CH3:15])=[O:13])=[CH:7][CH:6]=2)[CH3:23]. The catalyst class is: 9.